Task: Predict the reactants needed to synthesize the given product.. Dataset: Full USPTO retrosynthesis dataset with 1.9M reactions from patents (1976-2016) (1) The reactants are: [Cl:1][C:2]1[CH:7]=[C:6]([F:8])[CH:5]=[CH:4][C:3]=1[C:9]([N:11]1[CH2:16][C:15](OCC)=[N:14][CH2:13][CH2:12]1)=[O:10].[C:20]([NH:28][NH2:29])(=O)[C:21]1[CH:26]=[CH:25][CH:24]=[CH:23][CH:22]=1. Given the product [Cl:1][C:2]1[CH:7]=[C:6]([F:8])[CH:5]=[CH:4][C:3]=1[C:9]([N:11]1[CH2:12][CH2:13][N:14]2[C:20]([C:21]3[CH:26]=[CH:25][CH:24]=[CH:23][CH:22]=3)=[N:28][N:29]=[C:15]2[CH2:16]1)=[O:10], predict the reactants needed to synthesize it. (2) The reactants are: [NH2:1][C:2]1[N:6]([C:7]2[CH:12]=[CH:11][CH:10]=[CH:9][CH:8]=2)[N:5]=[C:4]([O:13][CH2:14][C@@H:15]2[CH2:18][CH2:17][N:16]2[C:19]([O:21][C:22]([CH3:25])([CH3:24])[CH3:23])=[O:20])[C:3]=1[CH3:26].C1(C2C=CC([CH2:36][O:37]C)=CC=2CN)CC1.[CH3:41][O:42][CH2:43][C:44]1[CH:45]=[CH:46][C:47]([O:52][C:53]([F:56])([F:55])[F:54])=[C:48]([CH2:50][NH2:51])[CH:49]=1. Given the product [CH3:41][O:42][CH2:43][C:44]1[CH:45]=[CH:46][C:47]([O:52][C:53]([F:54])([F:55])[F:56])=[C:48]([CH:49]=1)[CH2:50][NH:51][C:36](=[O:37])[NH:1][C:2]1[N:6]([C:7]2[CH:12]=[CH:11][CH:10]=[CH:9][CH:8]=2)[N:5]=[C:4]([O:13][CH2:14][C@@H:15]2[CH2:18][CH2:17][N:16]2[C:19]([O:21][C:22]([CH3:23])([CH3:25])[CH3:24])=[O:20])[C:3]=1[CH3:26], predict the reactants needed to synthesize it. (3) Given the product [Br:1][C:2]1[C:3]2[C:4]3[N:13]([CH2:14][CH:15]([CH3:17])[CH3:16])[CH:18]=[N:12][C:5]=3[CH:6]=[N:7][C:8]=2[CH:9]=[CH:10][CH:11]=1, predict the reactants needed to synthesize it. The reactants are: [Br:1][C:2]1[CH:11]=[CH:10][CH:9]=[C:8]2[C:3]=1[C:4]([NH:13][CH2:14][CH:15]([CH3:17])[CH3:16])=[C:5]([NH2:12])[CH:6]=[N:7]2.[CH:18](OCC)(OCC)OCC.Cl.N1C=CC=CC=1. (4) Given the product [C:1]([OH:13])(=[O:12])[CH2:2][C:3]([CH2:8][C:9]([OH:11])=[O:10])([C:5]([OH:7])=[O:6])[OH:4].[CH3:14][O:15][C:16](=[O:48])[CH:17]([NH:28][C:29]([NH:31][CH2:32][CH:33]1[CH2:38][CH2:37][C:36]([N:45]([CH3:46])[CH3:47])([C:39]2[CH:40]=[CH:41][CH:42]=[CH:43][CH:44]=2)[CH2:35][CH2:34]1)=[S:30])[CH2:18][C:19]1[C:27]2[C:22](=[CH:23][CH:24]=[CH:25][CH:26]=2)[NH:21][CH:20]=1, predict the reactants needed to synthesize it. The reactants are: [C:1]([O-:13])(=[O:12])[CH2:2][C:3]([CH2:8][C:9]([O-:11])=[O:10])([C:5]([O-:7])=[O:6])[OH:4].[CH3:14][O:15][C:16](=[O:48])[CH:17]([NH:28][C:29]([NH:31][CH2:32][CH:33]1[CH2:38][CH2:37][C:36]([N:45]([CH3:47])[CH3:46])([C:39]2[CH:44]=[CH:43][CH:42]=[CH:41][CH:40]=2)[CH2:35][CH2:34]1)=[S:30])[CH2:18][C:19]1[C:27]2[C:22](=[CH:23][CH:24]=[CH:25][CH:26]=2)[NH:21][CH:20]=1.C(O)(=O)CC(CC(O)=O)(C(O)=O)O. (5) Given the product [NH2:1][C:4]1[CH:16]=[CH:15][C:14]2[C:13]3[C:8](=[CH:9][C:10]([NH2:17])=[CH:11][CH:12]=3)[C:7](=[O:20])[C:6]=2[CH:5]=1, predict the reactants needed to synthesize it. The reactants are: [N+:1]([C:4]1[CH:16]=[CH:15][C:14]2[C:13]3[C:8](=[CH:9][C:10]([N+:17]([O-])=O)=[CH:11][CH:12]=3)[C:7](=[O:20])[C:6]=2[CH:5]=1)([O-])=O.Cl. (6) Given the product [ClH:1].[Cl:1][C:2]1[CH:9]=[CH:8][C:5]([CH:6]=[N:15][NH:14][C:11]([NH2:13])=[NH:12])=[CH:4][C:3]=1[F:10], predict the reactants needed to synthesize it. The reactants are: [Cl:1][C:2]1[CH:9]=[CH:8][C:5]([CH:6]=O)=[CH:4][C:3]=1[F:10].[C:11]([NH:14][NH2:15])([NH2:13])=[NH:12].Cl. (7) Given the product [Cl:19][C:16]1[CH:17]=[CH:18][C:13]([O:12][C:9]2[CH:8]=[CH:7][C:6]([CH2:5][CH2:4][O:3][C:1]3[NH:2][CH:25]=[C:24]([CH2:29][C:30]4[CH:31]=[N:32][N:33]([CH3:35])[CH:34]=4)[C:22](=[O:23])[N:21]=3)=[CH:11][CH:10]=2)=[CH:14][C:15]=1[CH3:20], predict the reactants needed to synthesize it. The reactants are: [C:1](=[NH:21])([O:3][CH2:4][CH2:5][C:6]1[CH:11]=[CH:10][C:9]([O:12][C:13]2[CH:18]=[CH:17][C:16]([Cl:19])=[C:15]([CH3:20])[CH:14]=2)=[CH:8][CH:7]=1)[NH2:2].[CH:22]([CH:24]([CH2:29][C:30]1[CH:31]=[N:32][N:33]([CH3:35])[CH:34]=1)[C:25](OC)=O)=[O:23].C([O-])([O-])=O.[K+].[K+]. (8) Given the product [CH2:16]([N:18]([CH2:2][C:3]1[O:4][C:5]2[C:6](=[C:8]([C:12]([O:14][CH3:15])=[O:13])[CH:9]=[CH:10][CH:11]=2)[N:7]=1)[CH2:19][CH3:20])[CH3:17], predict the reactants needed to synthesize it. The reactants are: Cl[CH2:2][C:3]1[O:4][C:5]2[C:6](=[C:8]([C:12]([O:14][CH3:15])=[O:13])[CH:9]=[CH:10][CH:11]=2)[N:7]=1.[CH2:16]([NH:18][CH2:19][CH3:20])[CH3:17].